This data is from Cav3 T-type calcium channel HTS with 100,875 compounds. The task is: Binary Classification. Given a drug SMILES string, predict its activity (active/inactive) in a high-throughput screening assay against a specified biological target. The drug is O1N=C(CC21CN(C(=O)C1(CC1)C)C(C2)C(=O)NCC(=O)N)c1cc([N+]([O-])=O)ccc1. The result is 0 (inactive).